Predict which catalyst facilitates the given reaction. From a dataset of Catalyst prediction with 721,799 reactions and 888 catalyst types from USPTO. (1) Reactant: [OH-].[Na+].[CH:3]([O:6][C:7]1[CH:8]=[C:9]([CH:23]=[C:24]([CH2:26][O:27][C:28]2[CH:33]=[CH:32][CH:31]=[CH:30][C:29]=2[F:34])[CH:25]=1)[C:10]([NH:12][C:13]1[CH:18]=[CH:17][C:16]([C:19]([O:21]C)=[O:20])=[CH:15][N:14]=1)=[O:11])([CH3:5])[CH3:4].O.Cl. Product: [CH:3]([O:6][C:7]1[CH:8]=[C:9]([CH:23]=[C:24]([CH2:26][O:27][C:28]2[CH:33]=[CH:32][CH:31]=[CH:30][C:29]=2[F:34])[CH:25]=1)[C:10]([NH:12][C:13]1[CH:18]=[CH:17][C:16]([C:19]([OH:21])=[O:20])=[CH:15][N:14]=1)=[O:11])([CH3:5])[CH3:4]. The catalyst class is: 1. (2) Reactant: [OH:1][CH2:2][CH:3]1[CH2:15][N:13]2[C:14]3[C:9]([C:10](=[O:26])[N:11]([CH2:17][C:18]4[CH:23]=[CH:22][C:21]([O:24][CH3:25])=[CH:20][CH:19]=4)[C:12]2=[O:16])=[CH:8][CH:7]=[CH:6][C:5]=3[CH2:4]1.[H-].[Na+].[CH2:29](Br)[C:30]1[CH:35]=[CH:34][CH:33]=[CH:32][CH:31]=1.S([O-])(O)(=O)=O.[K+]. Product: [CH2:29]([O:1][CH2:2][CH:3]1[CH2:15][N:13]2[C:14]3[C:9]([C:10](=[O:26])[N:11]([CH2:17][C:18]4[CH:19]=[CH:20][C:21]([O:24][CH3:25])=[CH:22][CH:23]=4)[C:12]2=[O:16])=[CH:8][CH:7]=[CH:6][C:5]=3[CH2:4]1)[C:30]1[CH:35]=[CH:34][CH:33]=[CH:32][CH:31]=1. The catalyst class is: 362. (3) Reactant: [NH2:1][C:2]1[CH:16]=[CH:15][CH:14]=[CH:13][C:3]=1[C:4]([NH:6][C:7]1[CH:12]=[CH:11][CH:10]=[CH:9][N:8]=1)=[O:5].[CH2:17](OC(OCC)(OCC)C)[CH3:18]. Product: [CH3:17][C:18]1[N:6]([C:7]2[CH:12]=[CH:11][CH:10]=[CH:9][N:8]=2)[C:4](=[O:5])[C:3]2[C:2](=[CH:16][CH:15]=[CH:14][CH:13]=2)[N:1]=1. The catalyst class is: 6. (4) Reactant: C(O)C.[CH:4]([C:7]1[CH:11]=[C:10]([N:12]2[CH2:43][CH2:42][C:15]3[N:16]=[C:17]([C:22]4[CH:30]=[CH:29][CH:28]=[C:27]5[C:23]=4[C:24]([CH3:41])=[CH:25][N:26]5[S:31]([C:34]4[CH:40]=[CH:39][C:37]([CH3:38])=[CH:36][CH:35]=4)(=[O:33])=[O:32])[N:18]=[C:19](OC)[C:14]=3[CH2:13]2)[N:9]([CH3:44])[N:8]=1)([CH3:6])[CH3:5].[ClH:45].C(=O)(O)[O-].[Na+]. Product: [Cl:45][C:19]1[C:14]2[CH2:13][N:12]([C:10]3[N:9]([CH3:44])[N:8]=[C:7]([CH:4]([CH3:5])[CH3:6])[CH:11]=3)[CH2:43][CH2:42][C:15]=2[N:16]=[C:17]([C:22]2[CH:30]=[CH:29][CH:28]=[C:27]3[C:23]=2[C:24]([CH3:41])=[CH:25][N:26]3[S:31]([C:34]2[CH:35]=[CH:36][C:37]([CH3:38])=[CH:39][CH:40]=2)(=[O:32])=[O:33])[N:18]=1. The catalyst class is: 4. (5) Reactant: [CH3:1][O:2][C:3]([C:5]1[N:6]([C:28]2[CH:33]=[CH:32][CH:31]=[CH:30][CH:29]=2)[C:7]2[C:12]([C:13](=[O:26])[C:14]=1[CH2:15][C:16]1[CH:21]=[CH:20][C:19](SCCO)=[CH:18][CH:17]=1)=[CH:11][CH:10]=[C:9]([Cl:27])[CH:8]=2)=[O:4].O[O:35][S:36]([O-:38])=O.[K+].C([O-])(O)=O.[Na+].C1C[O:48][CH2:47][CH2:46]1. Product: [CH3:1][O:2][C:3]([C:5]1[N:6]([C:28]2[CH:33]=[CH:32][CH:31]=[CH:30][CH:29]=2)[C:7]2[C:12]([C:13](=[O:26])[C:14]=1[CH2:15][C:16]1[CH:21]=[CH:20][C:19]([S:36]([CH2:46][CH2:47][OH:48])(=[O:38])=[O:35])=[CH:18][CH:17]=1)=[CH:11][CH:10]=[C:9]([Cl:27])[CH:8]=2)=[O:4]. The catalyst class is: 24. (6) Reactant: N(OC(C)(C)C)=O.[CH2:8]([O:10][C:11]([C:13]1[NH:14][C:15]2[C:20]([CH:21]=1)=[C:19]([O:22][C:23]1[CH:28]=[CH:27][C:26]([F:29])=[CH:25][C:24]=1N)[CH:18]=[CH:17][CH:16]=2)=[O:12])[CH3:9]. Product: [CH2:8]([O:10][C:11]([C:13]1[NH:14][C:15]2[C:20]([CH:21]=1)=[C:19]([O:22][C:23]1[CH:24]=[CH:25][C:26]([F:29])=[CH:27][CH:28]=1)[CH:18]=[CH:17][CH:16]=2)=[O:12])[CH3:9]. The catalyst class is: 483. (7) Reactant: [CH3:1][O:2][C:3]1[CH:4]=[C:5]([CH:10]=[C:11]([S:13]([F:18])([F:17])([F:16])([F:15])[F:14])[CH:12]=1)[C:6](OC)=[O:7].Cl.[CH3:20][NH:21][O:22][CH3:23].C([Mg]Br)(C)C. Product: [CH3:1][O:2][C:3]1[CH:4]=[C:5]([CH:10]=[C:11]([S:13]([F:16])([F:18])([F:17])([F:14])[F:15])[CH:12]=1)[C:6]([N:21]([O:22][CH3:23])[CH3:20])=[O:7]. The catalyst class is: 1.